This data is from Catalyst prediction with 721,799 reactions and 888 catalyst types from USPTO. The task is: Predict which catalyst facilitates the given reaction. The catalyst class is: 4. Reactant: [CH3:1][O:2][C:3]1[CH:8]=[CH:7][C:6]([C:9]2[C:17]3[C:16]([O:18][CH:19]([CH3:23])[CH2:20][NH:21][CH3:22])=[N:15][CH:14]=[N:13][C:12]=3[O:11][C:10]=2[C:24]2[CH:29]=[CH:28][CH:27]=[CH:26][CH:25]=2)=[CH:5][CH:4]=1.C(N(CC)CC)C.[CH3:37][O:38][C:39](=[O:44])[CH2:40][CH2:41][CH2:42]Br. Product: [CH3:37][O:38][C:39](=[O:44])[CH2:40][CH2:41][CH2:42][N:21]([CH2:20][CH:19]([O:18][C:16]1[C:17]2[C:9]([C:6]3[CH:7]=[CH:8][C:3]([O:2][CH3:1])=[CH:4][CH:5]=3)=[C:10]([C:24]3[CH:29]=[CH:28][CH:27]=[CH:26][CH:25]=3)[O:11][C:12]=2[N:13]=[CH:14][N:15]=1)[CH3:23])[CH3:22].